From a dataset of Full USPTO retrosynthesis dataset with 1.9M reactions from patents (1976-2016). Predict the reactants needed to synthesize the given product. (1) Given the product [C:13]([O:17][C:18](=[O:34])[NH:19][CH:20]1[CH2:21][CH2:22][CH:23]([N:26]2[C:27]3[CH:28]=[CH:29][CH:30]=[CH:31][C:7]=3[O:6][C:5]2=[O:11])[CH2:24][CH2:25]1)([CH3:16])([CH3:15])[CH3:14], predict the reactants needed to synthesize it. The reactants are: ClC(Cl)(O[C:5](=[O:11])[O:6][C:7](Cl)(Cl)Cl)Cl.[C:13]([O:17][C:18](=[O:34])[NH:19][CH:20]1[CH2:25][CH2:24][CH:23]([NH:26][C:27]2C=[CH:31][CH:30]=[CH:29][C:28]=2O)[CH2:22][CH2:21]1)([CH3:16])([CH3:15])[CH3:14].CO. (2) Given the product [C:28]([C:2]1[CH:11]=[CH:10][C:9]2[O:8][CH2:7][C:6]3[CH:12]=[C:13]([C:15]([N:17]([C:19]4[CH:24]=[CH:23][C:22]([F:25])=[CH:21][C:20]=4[F:26])[CH3:18])=[O:16])[S:14][C:5]=3[C:4]=2[CH:3]=1)#[N:29], predict the reactants needed to synthesize it. The reactants are: Br[C:2]1[CH:11]=[CH:10][C:9]2[O:8][CH2:7][C:6]3[CH:12]=[C:13]([C:15]([N:17]([C:19]4[CH:24]=[CH:23][C:22]([F:25])=[CH:21][C:20]=4[F:26])[CH3:18])=[O:16])[S:14][C:5]=3[C:4]=2[CH:3]=1.[Cu](C#N)[C:28]#[N:29]. (3) Given the product [Cl:5][C:6]1[CH:11]=[CH:10][C:9]([C@H:12]([C:15]2[C:23]3[C:18](=[CH:19][C:20]([C:24]4[C:25]5[C@H:32]([CH3:33])[CH2:31][CH2:30][C:26]=5[N:27]=[CH:28][N:29]=4)=[CH:21][CH:22]=3)[NH:17][CH:16]=2)[CH2:13][NH:14][CH:2]([CH3:4])[CH3:1])=[CH:8][CH:7]=1, predict the reactants needed to synthesize it. The reactants are: [CH3:1][C:2]([CH3:4])=O.[Cl:5][C:6]1[CH:11]=[CH:10][C:9]([CH:12]([C:15]2[C:23]3[C:18](=[CH:19][C:20]([C:24]4[C:25]5[C@H:32]([CH3:33])[CH2:31][CH2:30][C:26]=5[N:27]=[CH:28][N:29]=4)=[CH:21][CH:22]=3)[NH:17][CH:16]=2)[CH2:13][NH2:14])=[CH:8][CH:7]=1.C(N(CC)C(C)C)(C)C.C(O[BH-](OC(=O)C)OC(=O)C)(=O)C.[Na+].C([O-])(O)=O.[Na+]. (4) Given the product [CH3:18][N:17]([CH3:19])[CH2:16][CH2:15][N:6]1[C:7]2[CH:8]=[CH:9][CH:10]=[CH:11][C:12]=2[C:13]2[NH:22][N:23]=[C:1]([CH3:2])[C:4]=2[C:5]1=[O:20], predict the reactants needed to synthesize it. The reactants are: [C:1]([C:4]1[C:5](=[O:20])[N:6]([CH2:15][CH2:16][N:17]([CH3:19])[CH3:18])[C:7]2[C:12]([C:13]=1O)=[CH:11][CH:10]=[CH:9][CH:8]=2)(=O)[CH3:2].O.[NH2:22][NH2:23]. (5) Given the product [CH:40]1([O:39][CH2:38][C@H:27]([OH:26])[C:28]([NH:30][C:31]2[CH:36]=[N:35][C:34]([CH3:37])=[CH:33][N:32]=2)=[O:29])[CH2:43][CH2:42][CH2:41]1, predict the reactants needed to synthesize it. The reactants are: [F-].C([N+](CCCC)(CCCC)CCCC)CCC.[Si]([O:26][C@@H:27]([CH2:38][O:39][CH:40]1[CH2:43][CH2:42][CH2:41]1)[C:28]([NH:30][C:31]1[CH:36]=[N:35][C:34]([CH3:37])=[CH:33][N:32]=1)=[O:29])(C(C)(C)C)(C)C. (6) The reactants are: [CH2:1]([O:8][CH2:9][CH2:10][CH2:11][C@H:12]([C:21]1[C:25]2[CH:26]([OH:35])[CH2:27][CH2:28][CH:29]([CH2:30][CH2:31][CH:32]([CH3:34])[CH3:33])[C:24]=2[O:23][N:22]=1)[CH2:13][C:14]([O:16][C:17]([CH3:20])([CH3:19])[CH3:18])=[O:15])[C:2]1[CH:7]=[CH:6][CH:5]=[CH:4][CH:3]=1.[C:36](N1C=CN=C1)([N:38]1[CH:42]=[CH:41][N:40]=[CH:39]1)=[S:37]. Given the product [CH2:1]([O:8][CH2:9][CH2:10][CH2:11][C@H:12]([C:21]1[C:25]2[CH:26]([O:35][C:36]([N:38]3[CH:42]=[CH:41][N:40]=[CH:39]3)=[S:37])[CH2:27][CH2:28][CH:29]([CH2:30][CH2:31][CH:32]([CH3:33])[CH3:34])[C:24]=2[O:23][N:22]=1)[CH2:13][C:14]([O:16][C:17]([CH3:20])([CH3:19])[CH3:18])=[O:15])[C:2]1[CH:3]=[CH:4][CH:5]=[CH:6][CH:7]=1, predict the reactants needed to synthesize it. (7) The reactants are: [CH:1]1([CH2:4][O:5][C:6]2[CH:7]=[C:8]([CH:12]=[CH:13][C:14]=2[N:15]([CH2:20][CH2:21][N:22]2[CH2:27][CH2:26][N:25]([CH3:28])[CH2:24][CH2:23]2)[S:16]([CH3:19])(=[O:18])=[O:17])[C:9]([O-:11])=[O:10])[CH2:3][CH2:2]1.[Li+].C(Cl)CCl.O[CH2:35][C:36]([O:38][CH2:39][C:40]1[CH:45]=[CH:44][CH:43]=[CH:42][CH:41]=1)=[O:37]. Given the product [CH:1]1([CH2:4][O:5][C:6]2[CH:7]=[C:8]([CH:12]=[CH:13][C:14]=2[N:15]([CH2:20][CH2:21][N:22]2[CH2:23][CH2:24][N:25]([CH3:28])[CH2:26][CH2:27]2)[S:16]([CH3:19])(=[O:17])=[O:18])[C:9]([O:11][CH2:35][C:36]([O:38][CH2:39][C:40]2[CH:45]=[CH:44][CH:43]=[CH:42][CH:41]=2)=[O:37])=[O:10])[CH2:3][CH2:2]1, predict the reactants needed to synthesize it. (8) Given the product [CH2:2]([O:9][C:10](=[O:19])[NH:11][C:12]1([C:15]2[NH:26][C:24]([CH3:25])=[N:18][N:17]=2)[CH2:14][CH2:13]1)[C:3]1[CH:8]=[CH:7][CH:6]=[CH:5][CH:4]=1, predict the reactants needed to synthesize it. The reactants are: Cl.[CH2:2]([O:9][C:10](=[O:19])[NH:11][C:12]1([C:15]([NH:17][NH2:18])=O)[CH2:14][CH2:13]1)[C:3]1[CH:8]=[CH:7][CH:6]=[CH:5][CH:4]=1.Cl.C(O[C:24](=[NH:26])[CH3:25])C.C(N(CC)CC)C.